Dataset: Reaction yield outcomes from USPTO patents with 853,638 reactions. Task: Predict the reaction yield, written as a fraction of the theoretical maximum amount of product (1.0 means a 100% yield; for example, 0.34 means a 34% yield). The reactants are [C:1]([NH:5][C:6]1[CH:11]=[CH:10][C:9]([N+:12]([O-:14])=[O:13])=[CH:8][C:7]=1[C:15]#[C:16][Si](C)(C)C)([CH3:4])([CH3:3])[CH3:2].CCOC(C)=O. The catalyst is CN(C=O)C.[Cu]I. The product is [C:1]([N:5]1[C:6]2[C:7](=[CH:8][C:9]([N+:12]([O-:14])=[O:13])=[CH:10][CH:11]=2)[CH:15]=[CH:16]1)([CH3:4])([CH3:3])[CH3:2]. The yield is 0.930.